Dataset: Peptide-MHC class I binding affinity with 185,985 pairs from IEDB/IMGT. Task: Regression. Given a peptide amino acid sequence and an MHC pseudo amino acid sequence, predict their binding affinity value. This is MHC class I binding data. (1) The peptide sequence is EEHFVETVSL. The MHC is HLA-B44:03 with pseudo-sequence HLA-B44:03. The binding affinity (normalized) is 0.541. (2) The peptide sequence is SLLFREVWK. The MHC is HLA-A02:19 with pseudo-sequence HLA-A02:19. The binding affinity (normalized) is 0.0847. (3) The peptide sequence is GQTVEMSPF. The MHC is HLA-B14:02 with pseudo-sequence HLA-B14:02. The binding affinity (normalized) is 0.213. (4) The peptide sequence is LGVIHNSTL. The MHC is HLA-A24:02 with pseudo-sequence HLA-A24:02. The binding affinity (normalized) is 0. (5) The peptide sequence is PEIRRWIIF. The MHC is HLA-A69:01 with pseudo-sequence HLA-A69:01. The binding affinity (normalized) is 0.0847. (6) The peptide sequence is RGRIGRNPK. The MHC is HLA-A30:01 with pseudo-sequence HLA-A30:01. The binding affinity (normalized) is 0.729.